This data is from NCI-60 drug combinations with 297,098 pairs across 59 cell lines. The task is: Regression. Given two drug SMILES strings and cell line genomic features, predict the synergy score measuring deviation from expected non-interaction effect. (1) Drug 1: C1CCC(C1)C(CC#N)N2C=C(C=N2)C3=C4C=CNC4=NC=N3. Drug 2: C(=O)(N)NO. Cell line: HT29. Synergy scores: CSS=6.72, Synergy_ZIP=0.516, Synergy_Bliss=0.838, Synergy_Loewe=-4.35, Synergy_HSA=-4.17. (2) Drug 1: CC1=C2C(C(=O)C3(C(CC4C(C3C(C(C2(C)C)(CC1OC(=O)C(C(C5=CC=CC=C5)NC(=O)OC(C)(C)C)O)O)OC(=O)C6=CC=CC=C6)(CO4)OC(=O)C)OC)C)OC. Drug 2: CC1C(C(=O)NC(C(=O)N2CCCC2C(=O)N(CC(=O)N(C(C(=O)O1)C(C)C)C)C)C(C)C)NC(=O)C3=C4C(=C(C=C3)C)OC5=C(C(=O)C(=C(C5=N4)C(=O)NC6C(OC(=O)C(N(C(=O)CN(C(=O)C7CCCN7C(=O)C(NC6=O)C(C)C)C)C)C(C)C)C)N)C. Cell line: CCRF-CEM. Synergy scores: CSS=30.2, Synergy_ZIP=-1.19, Synergy_Bliss=-4.31, Synergy_Loewe=-19.2, Synergy_HSA=-3.43. (3) Drug 1: CC1C(C(CC(O1)OC2CC(OC(C2O)C)OC3=CC4=CC5=C(C(=O)C(C(C5)C(C(=O)C(C(C)O)O)OC)OC6CC(C(C(O6)C)O)OC7CC(C(C(O7)C)O)OC8CC(C(C(O8)C)O)(C)O)C(=C4C(=C3C)O)O)O)O. Drug 2: CC12CCC3C(C1CCC2O)C(CC4=C3C=CC(=C4)O)CCCCCCCCCS(=O)CCCC(C(F)(F)F)(F)F. Cell line: NCI-H522. Synergy scores: CSS=27.5, Synergy_ZIP=-2.21, Synergy_Bliss=-2.04, Synergy_Loewe=-34.7, Synergy_HSA=0.718.